Dataset: Reaction yield outcomes from USPTO patents with 853,638 reactions. Task: Predict the reaction yield, written as a fraction of the theoretical maximum amount of product (1.0 means a 100% yield; for example, 0.34 means a 34% yield). (1) The product is [CH3:24][O:25][C:26](=[O:43])[CH:27]([C:28]1[CH:33]=[CH:32][CH:31]=[C:30]([NH:34][C:35]([O:37][C:38]([CH3:40])([CH3:39])[CH3:41])=[O:36])[CH:29]=1)[O:19][P:16]([CH:12]([NH:11][C:9]([O:8][CH2:1][C:2]1[CH:3]=[CH:4][CH:5]=[CH:6][CH:7]=1)=[O:10])[CH:13]([CH3:15])[CH3:14])([OH:18])=[O:17]. The reactants are [CH2:1]([O:8][C:9]([NH:11][C@H:12]([P:16](=[O:19])([OH:18])[OH:17])[CH:13]([CH3:15])[CH3:14])=[O:10])[C:2]1[CH:7]=[CH:6][CH:5]=[CH:4][CH:3]=1.S(Cl)(Cl)=O.[CH3:24][O:25][C:26](=[O:43])[CH:27](O)[C:28]1[CH:33]=[CH:32][CH:31]=[C:30]([NH:34][C:35]([O:37][C:38]([CH3:41])([CH3:40])[CH3:39])=[O:36])[CH:29]=1.C([O-])(O)=O.[Na+]. The catalyst is CN(C=O)C. The yield is 0.900. (2) The reactants are C1CO[C:8]2[CH:7]=[CH:6][C:5]([NH:11][C:12]3[C:17]([F:18])=[CH:16][N:15]=[C:14]([NH:19][C:20]4[CH:25]=[CH:24][CH:23]=[C:22](O)C=4)[N:13]=3)=[CH:4][C:3]=2[O:2]1.Cl[C:28]1N=C(NC2C=CC=C(O)C=2)C(F)=C[N:29]=1.N1C=CC=C(CN)C=1. No catalyst specified. The product is [F:18][C:17]1[C:12]([NH:11][C:5]2[CH:6]=[CH:7][CH:8]=[C:3]([OH:2])[CH:4]=2)=[N:13][C:14]([NH:19][CH2:20][C:25]2[CH:28]=[N:29][CH:22]=[CH:23][CH:24]=2)=[N:15][CH:16]=1. The yield is 0.620.